Dataset: hERG potassium channel inhibition data for cardiac toxicity prediction from Karim et al.. Task: Regression/Classification. Given a drug SMILES string, predict its toxicity properties. Task type varies by dataset: regression for continuous values (e.g., LD50, hERG inhibition percentage) or binary classification for toxic/non-toxic outcomes (e.g., AMES mutagenicity, cardiotoxicity, hepatotoxicity). Dataset: herg_karim. (1) The molecule is Cc1ccc(OC(=O)N(CC(=O)O)Cc2cccc(OCc3nc(-c4ccc(C)cc4)oc3C)c2)cc1. The result is 0 (non-blocker). (2) The molecule is CC1(C)C=C(c2cnc3c(c2)[C@]2(COC(N)=N2)c2cc(-c4cccnc4F)ccc2O3)CCO1. The result is 0 (non-blocker). (3) The compound is Fc1ccc2c(C3C[N+]CCC3F)c(C3=CNC=CC3)[nH]c2c1. The result is 1 (blocker). (4) The drug is NS(=O)(=O)c1ccc(CCNc2nc(-c3cncnc3)nc3cccc(-c4ccccc4)c23)cc1. The result is 1 (blocker).